From a dataset of Drug-target binding data from BindingDB using IC50 measurements. Regression. Given a target protein amino acid sequence and a drug SMILES string, predict the binding affinity score between them. We predict pIC50 (pIC50 = -log10(IC50 in M); higher means more potent). Dataset: bindingdb_ic50. (1) The pIC50 is 4.1. The target protein (P51136) has sequence MSSKDQILEKDKKETDDNGNKKTTTTTSSSSSSSSSSKPRSNKFDKVIIKSNGVCYITEGVIGNGSFGVVTQAIVADTKEVVAIKKVLQDQRYKNRELQIMKMLNHINIVSLKNSFYTSDNDEVYLNLVLEYVPDTVYRVSRHYSMSKQPVPNIFVKLYIYQLCRSINYIHSLGICHRDIKPQNLLLDTSTSTLKLCDFGSAKILIKGETNVSYICSRHYRAPELIFGSTNYTTTIDVWSLGCVLAELLLGQPLFPGENGIDQLVEIIKVLGTPTKEQIHAMNPYYTSFKFPEIKANPWPRVFKAKDVPAESIDLISKILLYDPSSRLKPVEICAHPFFDELRDPKTCLPDGKPLPPLFNFTIAEQTSIGPKLAKTLIPSHAMNQIELPSPLFPNLAISSSNQSSSSNSNANVSSNLNSHSASPSTTSSSSSTPNSIPVQSPSTTNTTSSTTNNTTTTTTTTTTSNH. The compound is N#Cc1c(N)nc2sc(C(=O)c3cccc(Cl)c3)c(N)c2c1-c1ccccc1Br. (2) The small molecule is CN(Cc1cn(C)c2ccccc12)C(=O)/C=C/c1cnc2c(c1)CCC(=O)N2. The target protein (P44432) has sequence MGFLTGKRILVTGLASNRSIAYGIAKSMKEQGAELAFTYLNDKLQPRVEEFAKEFGSDIVLPLDVATDESIQNCFAELSKRWDKFDGFIHAIAFAPGDQLDGDYVNAATREGYRIAHDISAYSFVAMAQAARPYLNPNAALLTLSYLGAERAIPNYNVMCLAKASLEAATRVMAADLGKEGIRVNAISAGPIRTLAASGIKNFKKMLSTFEKTAALRRTVTIEDVGNSAAFLCSDLASGITGEIVHVDAGFSITAMGELGEE. The pIC50 is 6.4. (3) The small molecule is [C-]#[N+]CS(=O)(=O)N1CCN(c2ccc(/C=C/c3cc(F)cc(Cn4ccnc4)c3)cc2)CC1. The target protein (P00189) has sequence MLARGLPLRSALVKACPPILSTVGEGWGHHRVGTGEGAGISTKTPRPYSEIPSPGDNGWLNLYHFWREKGSQRIHFRHIENFQKYGPIYREKLGNLESVYIIHPEDVAHLFKFEGSYPERYDIPPWLAYHRYYQKPIGVLFKKSGTWKKDRVVLNTEVMAPEAIKNFIPLLNPVSQDFVSLLHKRIKQQGSGKFVGDIKEDLFHFAFESITNVMFGERLGMLEETVNPEAQKFIDAVYKMFHTSVPLLNVPPELYRLFRTKTWRDHVAAWDTIFNKAEKYTEIFYQDLRRKTEFRNYPGILYCLLKSEKMLLEDVKANITEMLAGGVNTTSMTLQWHLYEMARSLNVQEMLREEVLNARRQAEGDISKMLQMVPLLKASIKETLRLHPISVTLQRYPESDLVLQDYLIPAKTLVQVAIYAMGRDPAFFSSPDKFDPTRWLSKDKDLIHFRNLGFGWGVRQCVGRRIAELEMTLFLIHILENFKVEMQHIGDVDTIFNLIL.... The pIC50 is 7.1. (4) The drug is O=C(c1c2ccccc2cc2ccccc12)N1CCC(N2CCC[C@@H](C(=O)N3CCOCC3)C2)CC1. The target protein sequence is MVLLLFLTCLVFSCLTISWLKIWGKMTDSKPLSNSKVDASLLSSKEESFSASDQSEEHGDCSCPLTTPDQEELASHGGPVDASQQRNSVPSSHQKPPRNPLSSNDTCSSPELQTNGVAAPGSEVPEANGLPFPARPQTQRTGSPTREDKKQAHIKRQLMTSFILGSLDDNSSDEDPSASSFQTSSRKGSRASLGTLSQEAALNTADPESHTPTMRPSMSGLHLVKRGREHKKLDLHRDFTVASPAEFVTRFGGNRVIETVLIANNGIAAVKCMRSIRRWAYEMFRNERAIRFVVMVTPEDLKANAEYIKMADQYVPVPGGPNNNNYANVELIIDIAKRIPVQAVWAGWGHASENPKLPELLCKHEIAFLGPPSEAMWALGDKISSTIVAQTLQIPTLPWSGSGLTVEWTEDSQHQGKCISVPEDVYEQGCVRDVDEGLQAAEKVGFPLMIKASEGGGGKGIRRAESAEDFPMLFRQVQSEIPGSPIFLMKLAQNARHLEV.... The pIC50 is 6.8. (5) The compound is C[C@H]1CC(CN)(CC(=O)O)C[C@@H]1C. The target protein sequence is MAAGCLLALTLTLFQSLLIGPSSQEPFPSAVTIKSWVDKMQEDLVTLAKTASGVNQLVDIYEKYQDLYTVEPNNARQLVEIAARDIEKLLSNRSKALVRLALEAEKVQAAHQWREDFASNEVVYYNAKDDLDPEKNDSEPGSQRIKPVFIDDANFGRQISYQHAAVHIPTDIYEGSTIVLNELNWTSALDEVFKKNREEDPSLLWQVFGSATGLARYYPASPWVDNSRTPNKIDLYDVRRRPWYIQGAASPKDMLILVDVSGSVSGLTLKLIRTSVSEMLETLSDDDFVNVASFNSNAQDVSCFQHLVQANVRNKKVLKDAVNNITAKGITDYKKGFSFAFEQLLNYNVSRANCNKIIMLFTDGGEERAQEIFAKYNKDKKVRVFTFSVGQHNYDRGPIQWMACENKGYYYEIPSIGAIRINTQEYLDVLGRPMVLAGDKAKQVQWTNVYLDALELGLVITGTLPVFNITGQNENKTNLKNQLILGVMGVDVSLEDIKRL.... The pIC50 is 7.7. (6) The drug is CC[N+](CC)(CC)CC. The target protein (O70577) has sequence MPTVDDILEHIGEFHLFQKQTFFLLALLSGAFTPIYVGIVFLGFTPNHHCRSPGVAELSQRCGWSPAEELNYTVPGLGSAGEVSFLSQCMRYEVDWNQSTLDCVDPLSSLAANRSHLPLSPCEHGWVYDTPGSSIVTEFNLVCAHSWMLDLFQSLVNVGFFIGAVGIGYLADRFGRKFCLLVTILINAISGVLMAISPNYAWMLVFRFLQGLVSKAGWLIGYILITEFVGLGYRRTVGICYQIAFTVGLLILAGVAYALPNWRWLQFAVTLPNFCFLLYFWCIPESPRWLISQNKNAKAMKIIKHIAKKNGKSVPVSLQSLTADEDTGMKLNPSFLDLVRTPQIRKHTLILMYNWFTSSVLYQGLIMHMGLAGDNIYLDFFYSALVEFPAAFIIILTIDRIGRRYPWAVSNMVAGAACLASVFIPDDLQWLKITVACLGRMGITIAYEMVCLVNAELYPTYIRNLAVLVCSSMCDIGGIVTPFLVYRLTDIWLEFPLVVF.... The pIC50 is 5.5. (7) The drug is Cc1cc(C)cc(-n2cccc2-c2nc(N3CCCCCC3)nc(N3CCCCCC3)n2)c1. The target protein (Q6GFD7) has sequence MAKTYIFGHKNPDTDAISSAIIMAEFEQLRGNSGAKAYRLGDVSAETQFALDTFNVPAPELLTDDLDGQDVILVDHNEFQQSSDTIASATIKHVIDHHRIANFETAGPLCYRAEPVGCTATILYKMFRERGFEIKPEIAGLMLSAIISDSLLFKSPTCTQQDVKAAEELKDIAKVDIQKYGLDMLKAGASTTDKSVEFLLNMDAKSFTMGDYVTRIAQVNAVDLDEVLNRKEDLEKEMLAVSAQEKYDLFVLVVTDIINSDSKILVVGAEKDKVGEAFNVQLEDDMAFLSGVVSRKKQIVPQITEALTK. The pIC50 is 3.5. (8) The drug is CCOc1ccc(C2=C(c3ccc(O[C@H]4CCN(CCCF)C4)cc3)c3ccc(O)cc3CCC2)c(F)c1. The target protein sequence is MTMTLHTKASGMALLHQIQGNELEPLNRPQLKIPLERPLGEVYLDSSKPAVYNYPEGAAYEFNAAAAANAQVYGQTGLPYGPGSEAAAFGSNGLGGFPPLNSVSPSPLMLLHPPPQLSPFLQPHGQQVPYYLENEPSGYTVREAGPPAFYRPNSDNRRQGGRERLASTNDKGSMAMESAKETRYCAVCNDYASGYHYGVWSCEGCKAFFKRSIQGHNDYMCPATNQCTIDKNRRKSCQACRLRKCYEVGMMKGGIRKDRRGGRMLKHKRQRDDGEGRGEVGSAGDMRAANLWPSPLMIKRSKKNSLALSLTADQMVSALLDAEPPILYSEYDPTRPFSEASMMGLLTNLADRELVHMINWAKRVPGFVDLTLHDQVHLLECAWLEILMIGLVWRSMEHPGKLLFAPNLLLDRNQGKCVEGMVEIFDMLLATSSRFRMMNLQGEEFVCLKSIILLNSGVYTFLSSTLKSLEEKDHIHRVLDKITDTLIHLMAKAGLTLQQQ.... The pIC50 is 7.5.